Dataset: hERG potassium channel inhibition data for cardiac toxicity prediction from Karim et al.. Task: Regression/Classification. Given a drug SMILES string, predict its toxicity properties. Task type varies by dataset: regression for continuous values (e.g., LD50, hERG inhibition percentage) or binary classification for toxic/non-toxic outcomes (e.g., AMES mutagenicity, cardiotoxicity, hepatotoxicity). Dataset: herg_karim. (1) The drug is CCC(O)C(CC(C)N(C)C)(c1ccccc1)c1ccccc1. The result is 0 (non-blocker). (2) The compound is O=S(=O)(c1cccc2cnccc12)N1CCCNCC1. The result is 0 (non-blocker). (3) The drug is COc1ccc2nccc(CC[C@@H]3CC[C@@H](NCc4ccc5c(n4)NC(=O)CS5)CO3)c2n1. The result is 1 (blocker).